Dataset: Full USPTO retrosynthesis dataset with 1.9M reactions from patents (1976-2016). Task: Predict the reactants needed to synthesize the given product. (1) Given the product [CH3:23][N:24]([CH:35]1[CH2:40][CH2:39][N:38]([CH3:41])[CH2:37][CH2:36]1)[C:25]1[O:26][C:27]2[CH:33]=[CH:32][C:31]([NH:34][C:20]([C:17]3[CH:16]=[CH:15][C:14]([C:11]4[CH:10]=[CH:9][C:8]([F:7])=[CH:13][CH:12]=4)=[CH:19][CH:18]=3)=[O:22])=[CH:30][C:28]=2[N:29]=1, predict the reactants needed to synthesize it. The reactants are: C(Cl)(=O)C(Cl)=O.[F:7][C:8]1[CH:13]=[CH:12][C:11]([C:14]2[CH:19]=[CH:18][C:17]([C:20]([OH:22])=O)=[CH:16][CH:15]=2)=[CH:10][CH:9]=1.[CH3:23][N:24]([CH:35]1[CH2:40][CH2:39][N:38]([CH3:41])[CH2:37][CH2:36]1)[C:25]1[O:26][C:27]2[CH:33]=[CH:32][C:31]([NH2:34])=[CH:30][C:28]=2[N:29]=1.N1C=CC=CC=1. (2) Given the product [Cl:12][C:9]1[N:10]=[C:11]2[C:6](=[CH:7][CH:8]=1)[N:5]=[CH:4][C:3]([C:13](=[O:15])[CH3:14])=[C:2]2[NH:16][C@H:17]1[CH2:22][CH2:21][C@H:20]([OH:23])[CH2:19][CH2:18]1, predict the reactants needed to synthesize it. The reactants are: Cl[C:2]1[C:11]2[C:6](=[CH:7][CH:8]=[C:9]([Cl:12])[N:10]=2)[N:5]=[CH:4][C:3]=1[C:13](=[O:15])[CH3:14].[NH2:16][C@H:17]1[CH2:22][CH2:21][C@H:20]([OH:23])[CH2:19][CH2:18]1. (3) Given the product [Cl:1][C:2]1[CH:3]=[CH:4][C:5]([C:8]([C:9]2[C:17]3[C:12](=[N:13][CH:14]=[C:15]([NH:18][C:19](=[O:35])[C:20]4[C:25]([F:26])=[CH:24][CH:23]=[C:22]([NH:27][S:28]([CH2:31][CH2:32][CH3:33])(=[O:30])=[O:29])[C:21]=4[F:34])[CH:16]=3)[NH:11][CH:10]=2)=[O:36])=[CH:6][CH:7]=1, predict the reactants needed to synthesize it. The reactants are: [Cl:1][C:2]1[CH:7]=[CH:6][C:5]([CH:8]([OH:36])[C:9]2[C:17]3[C:12](=[N:13][CH:14]=[C:15]([NH:18][C:19](=[O:35])[C:20]4[C:25]([F:26])=[CH:24][CH:23]=[C:22]([NH:27][S:28]([CH2:31][CH2:32][CH3:33])(=[O:30])=[O:29])[C:21]=4[F:34])[CH:16]=3)[NH:11][CH:10]=2)=[CH:4][CH:3]=1. (4) The reactants are: [NH2:1][C:2]1[N:11]=[C:10]([CH3:12])[C:9]2[C:8](=[O:13])[CH2:7][C:6](O)([C:14]3[CH:19]=[CH:18][CH:17]=[CH:16][C:15]=3[O:20]C)[CH:5](O)[C:4]=2[N:3]=1.NC1C=CC(S)=CC=1.[F-].[K+].CN1CCCC1=O. Given the product [NH2:1][C:2]1[N:11]=[C:10]([CH3:12])[C:9]2[C:8](=[O:13])[CH2:7][CH:6]([C:14]3[CH:19]=[CH:18][CH:17]=[CH:16][C:15]=3[OH:20])[CH2:5][C:4]=2[N:3]=1, predict the reactants needed to synthesize it. (5) Given the product [F:17][C:15]1[CH:14]=[CH:13][C:12]([O:18][CH3:19])=[C:11]([C:10]2[C:5]3[C:6](=[N:7][C:2]([NH:20][CH:21]4[CH2:26][CH2:25][N:24]([S:27]([CH3:30])(=[O:29])=[O:28])[CH2:23][CH2:22]4)=[N:3][CH:4]=3)[NH:8][N:9]=2)[CH:16]=1, predict the reactants needed to synthesize it. The reactants are: Cl[C:2]1[N:7]=[C:6]2[NH:8][N:9]=[C:10]([C:11]3[CH:16]=[C:15]([F:17])[CH:14]=[CH:13][C:12]=3[O:18][CH3:19])[C:5]2=[CH:4][N:3]=1.[NH2:20][C@H:21]1[CH2:26][CH2:25][N:24]([S:27]([CH3:30])(=[O:29])=[O:28])[CH2:23][C@@H:22]1O. (6) Given the product [CH2:14]([O:21][C:8]1[CH:7]=[CH:6][C:5]([N+:11]([O-:13])=[O:12])=[C:4]([CH:9]=1)[NH:2][CH3:1])[C:15]1[CH:20]=[CH:19][CH:18]=[CH:17][CH:16]=1, predict the reactants needed to synthesize it. The reactants are: [CH3:1][NH2:2].F[C:4]1[CH:9]=[C:8](F)[CH:7]=[CH:6][C:5]=1[N+:11]([O-:13])=[O:12].[CH2:14]([OH:21])[C:15]1[CH:20]=[CH:19][CH:18]=[CH:17][CH:16]=1.C(=O)([O-])[O-].[K+].[K+].